The task is: Regression. Given a peptide amino acid sequence and an MHC pseudo amino acid sequence, predict their binding affinity value. This is MHC class I binding data.. This data is from Peptide-MHC class I binding affinity with 185,985 pairs from IEDB/IMGT. (1) The peptide sequence is KAWLVHRQW. The MHC is HLA-B15:17 with pseudo-sequence HLA-B15:17. The binding affinity (normalized) is 0.318. (2) The peptide sequence is DEMVCKWLL. The MHC is HLA-B46:01 with pseudo-sequence HLA-B46:01. The binding affinity (normalized) is 0.0847. (3) The peptide sequence is NTDAFSREY. The MHC is HLA-B57:01 with pseudo-sequence HLA-B57:01. The binding affinity (normalized) is 0.0847. (4) The peptide sequence is KYYTSYTLK. The MHC is HLA-A68:02 with pseudo-sequence HLA-A68:02. The binding affinity (normalized) is 0.0847. (5) The peptide sequence is LSMGLITIAV. The MHC is HLA-A02:01 with pseudo-sequence HLA-A02:01. The binding affinity (normalized) is 0.595. (6) The peptide sequence is WRMLIDFREL. The MHC is HLA-B27:05 with pseudo-sequence HLA-B27:05. The binding affinity (normalized) is 0.966. (7) The peptide sequence is WTNCRGEFLY. The MHC is Mamu-A01 with pseudo-sequence Mamu-A01. The binding affinity (normalized) is 0.249.